This data is from Catalyst prediction with 721,799 reactions and 888 catalyst types from USPTO. The task is: Predict which catalyst facilitates the given reaction. (1) Reactant: [Cl:1][C:2]1[CH:7]=[C:6]([CH:8]2[CH2:13][CH2:12][N:11](C(OC(C)(C)C)=O)[CH2:10][CH2:9]2)[N:5]=[C:4]2[N:21]=[C:22]([C:24]3[CH:29]=[CH:28][C:27]([CH2:30][O:31][C:32]4[CH:37]=[CH:36][CH:35]=[CH:34][CH:33]=4)=[CH:26][CH:25]=3)[NH:23][C:3]=12.FC(F)(F)C(O)=O. Product: [Cl:1][C:2]1[CH:7]=[C:6]([CH:8]2[CH2:9][CH2:10][NH:11][CH2:12][CH2:13]2)[N:5]=[C:4]2[N:21]=[C:22]([C:24]3[CH:29]=[CH:28][C:27]([CH2:30][O:31][C:32]4[CH:37]=[CH:36][CH:35]=[CH:34][CH:33]=4)=[CH:26][CH:25]=3)[NH:23][C:3]=12. The catalyst class is: 2. (2) Reactant: Br[C:2]1[CH:7]=[C:6]([F:8])[CH:5]=[CH:4][C:3]=1[CH:9]([F:11])[F:10].CN(C)[CH:14]=[O:15].Cl. Product: [F:10][CH:9]([F:11])[C:3]1[CH:4]=[CH:5][C:6]([F:8])=[CH:7][C:2]=1[CH:14]=[O:15]. The catalyst class is: 1. (3) Reactant: [C:1]([Si:5]([C:21]1[CH:26]=[CH:25][CH:24]=[CH:23][CH:22]=1)([C:15]1[CH:20]=[CH:19][CH:18]=[CH:17][CH:16]=1)[O:6][C@H:7]1[CH2:12][C@H:11]2[CH2:13][C@@H:8]1[CH2:9][C@@H:10]2[OH:14])([CH3:4])([CH3:3])[CH3:2].[Cr](Cl)([O-])(=O)=O.[NH+]1C=CC=CC=1. Product: [Si:5]([O:6][C@H:7]1[CH2:12][C@H:11]2[CH2:13][C@@H:8]1[CH2:9][C:10]2=[O:14])([C:1]([CH3:4])([CH3:2])[CH3:3])([C:21]1[CH:26]=[CH:25][CH:24]=[CH:23][CH:22]=1)[C:15]1[CH:20]=[CH:19][CH:18]=[CH:17][CH:16]=1. The catalyst class is: 4. (4) Reactant: [CH2:1]([NH2:4])[CH2:2][CH3:3].C(N(CC)CC)C.[C:12]([N:15]1[CH2:20][CH2:19][CH:18]([CH2:21][C:22]2[CH:27]=[CH:26][C:25]([S:28](Cl)(=[O:30])=[O:29])=[CH:24][CH:23]=2)[CH2:17][CH2:16]1)(=[O:14])[CH3:13].Cl. Product: [C:12]([N:15]1[CH2:20][CH2:19][CH:18]([CH2:21][C:22]2[CH:27]=[CH:26][C:25]([S:28]([NH:4][CH2:1][CH2:2][CH3:3])(=[O:30])=[O:29])=[CH:24][CH:23]=2)[CH2:17][CH2:16]1)(=[O:14])[CH3:13]. The catalyst class is: 1. (5) Reactant: Cl.[C:2]([NH:6][NH2:7])([CH3:5])([CH3:4])[CH3:3].C(N(CC)CC)C.C(O[CH:18]=[C:19]([C:22]#[N:23])[C:20]#[N:21])C. Product: [NH2:23][C:22]1[N:6]([C:2]([CH3:5])([CH3:4])[CH3:3])[N:7]=[CH:18][C:19]=1[C:20]#[N:21]. The catalyst class is: 8. (6) Reactant: [H-].[Na+].[CH2:3]([N:5]1[C:11](=[O:12])[C:10]([CH3:14])([CH3:13])[C:9](=[O:15])[N:8]([CH3:16])[C:7]2[CH:17]=[C:18]([CH2:21][N:22]([CH2:35][CH2:36][C:37]3[CH:38]=[N:39][CH:40]=[CH:41][CH:42]=3)[C:23](=[O:34])CC3C4C(=CC=CC=4)NN=3)[CH:19]=[CH:20][C:6]1=2)[CH3:4].CI.O. Product: [CH2:3]([N:5]1[C:11](=[O:12])[C:10]([CH3:14])([CH3:13])[C:9](=[O:15])[N:8]([CH3:16])[C:7]2[CH:17]=[C:18]([CH2:21][N:22]([CH2:35][CH2:36][C:37]3[CH:38]=[N:39][CH:40]=[CH:41][CH:42]=3)[CH:23]=[O:34])[CH:19]=[CH:20][C:6]1=2)[CH3:4]. The catalyst class is: 3. (7) Reactant: [CH3:1][C:2]1[CH:3]=[C:4]2[C:9](=[O:10])[O:8][C:6](=O)[C:5]2=[CH:11][CH:12]=1.S(=O)(=O)(O)O.[N+:18]([O-:21])(O)=[O:19].[C:22](=[O:25])([O-:24])[O-].[K+].[K+].S(OC)(O[CH3:32])(=O)=O. Product: [CH3:1][C:2]1[CH:3]=[C:4]([C:9]([O:8][CH3:6])=[O:10])[C:5](=[CH:11][C:12]=1[N+:18]([O-:21])=[O:19])[C:22]([O:24][CH3:32])=[O:25]. The catalyst class is: 6. (8) Product: [C:17]1([C:3]2[C:4]3[C:9](=[CH:8][C:7]([C:10]([OH:12])=[O:11])=[CH:6][CH:5]=3)[NH:1][CH:2]=2)[CH2:21][CH2:20][CH2:19][CH:18]=1. Reactant: [NH:1]1[C:9]2[C:4](=[CH:5][CH:6]=[C:7]([C:10]([OH:12])=[O:11])[CH:8]=2)[CH:3]=[CH:2]1.[OH-].[K+].CO.[C:17]1(=O)[CH2:21][CH2:20][CH2:19][CH2:18]1. The catalyst class is: 6. (9) Reactant: C(P1(=O)OP(CCC)(=O)OP(CCC)(=O)O1)CC.[NH2:19][CH2:20][CH2:21][CH2:22][C:23]1[C:24]([NH:31][CH2:32][CH2:33][CH2:34][CH2:35][CH3:36])=[N:25][C:26]([NH2:30])=[N:27][C:28]=1[CH3:29].[C:37]1([CH2:47][C:48](O)=[O:49])[CH:42]=[CH:41][C:40]([CH2:43][C:44]([OH:46])=[O:45])=[CH:39][CH:38]=1. Product: [NH2:30][C:26]1[N:27]=[C:28]([CH3:29])[C:23]([CH2:22][CH2:21][CH2:20][NH:19][C:48](=[O:49])[CH2:47][C:37]2[CH:42]=[CH:41][C:40]([CH2:43][C:44]([OH:46])=[O:45])=[CH:39][CH:38]=2)=[C:24]([NH:31][CH2:32][CH2:33][CH2:34][CH2:35][CH3:36])[N:25]=1. The catalyst class is: 49. (10) Reactant: [Cl:1][C:2]1[CH:22]=[CH:21][C:5]([CH2:6][C:7]2[C:8]([CH3:20])=[N:9][C:10]3[CH:11]=[C:12]([CH3:19])[CH:13]=[C:14]([OH:18])[C:15]=3[C:16]=2[CH3:17])=[CH:4][CH:3]=1.C(=O)([O-])[O-].[K+].[K+].[CH3:29][O:30][C:31](=[O:34])[CH2:32]Br. Product: [CH3:29][O:30][C:31](=[O:34])[CH2:32][O:18][C:14]1[CH:13]=[C:12]([CH3:19])[CH:11]=[C:10]2[C:15]=1[C:16]([CH3:17])=[C:7]([CH2:6][C:5]1[CH:4]=[CH:3][C:2]([Cl:1])=[CH:22][CH:21]=1)[C:8]([CH3:20])=[N:9]2. The catalyst class is: 9.